This data is from Forward reaction prediction with 1.9M reactions from USPTO patents (1976-2016). The task is: Predict the product of the given reaction. Given the reactants [CH2:1]([O:3][C:4](=[O:42])[CH2:5][CH2:6][CH2:7][O:8][C:9]1[CH:14]=[CH:13][CH:12]=[C:11]([CH2:15][CH2:16][CH2:17][CH2:18][CH2:19][CH2:20][O:21][C:22]2[CH:27]=[C:26]([S:28]([CH:31]([CH3:33])[CH3:32])(=[O:30])=[O:29])[CH:25]=[C:24](Br)[CH:23]=2)[C:10]=1[CH2:35][CH2:36][C:37]([O:39][CH2:40][CH3:41])=[O:38])[CH3:2].[F:43][C:44]1[CH:49]=[CH:48][C:47](B(O)O)=[CH:46][CH:45]=1.C(=O)([O-])[O-].[Cs+].[Cs+], predict the reaction product. The product is: [CH2:1]([O:3][C:4](=[O:42])[CH2:5][CH2:6][CH2:7][O:8][C:9]1[CH:14]=[CH:13][CH:12]=[C:11]([CH2:15][CH2:16][CH2:17][CH2:18][CH2:19][CH2:20][O:21][C:22]2[CH:23]=[C:24]([C:47]3[CH:48]=[CH:49][C:44]([F:43])=[CH:45][CH:46]=3)[CH:25]=[C:26]([S:28]([CH:31]([CH3:33])[CH3:32])(=[O:30])=[O:29])[CH:27]=2)[C:10]=1[CH2:35][CH2:36][C:37]([O:39][CH2:40][CH3:41])=[O:38])[CH3:2].